This data is from Forward reaction prediction with 1.9M reactions from USPTO patents (1976-2016). The task is: Predict the product of the given reaction. (1) Given the reactants Br[C:2]1[C:3]([CH3:10])=[N:4][CH:5]=[C:6]([CH3:9])[C:7]=1[NH2:8].[C:11]([O:15][CH2:16][CH3:17])(=[O:14])[CH:12]=[CH2:13].C1C=CC(P(C2C=CC=CC=2)C2C=CC=CC=2)=CC=1.CCN(CC)CC, predict the reaction product. The product is: [NH2:8][C:7]1[C:6]([CH3:9])=[CH:5][N:4]=[C:3]([CH3:10])[C:2]=1/[CH:13]=[CH:12]/[C:11]([O:15][CH2:16][CH3:17])=[O:14]. (2) Given the reactants [C:1]([NH:5][C:6]([C:8]1[CH:9]=[C:10]([C:21]2[CH:29]=[CH:28][C:24]([C:25](O)=[O:26])=[CH:23][N:22]=2)[N:11]([C:13]2[CH:14]=[N:15][C:16]([O:19][CH3:20])=[CH:17][CH:18]=2)[N:12]=1)=[O:7])([CH3:4])([CH3:3])[CH3:2].C(=O)(O)[O-].[Na+].C(Cl)(Cl)Cl.CO, predict the reaction product. The product is: [C:1]([NH:5][C:6]([C:8]1[CH:9]=[C:10]([C:21]2[CH:29]=[CH:28][C:24]([CH2:25][OH:26])=[CH:23][N:22]=2)[N:11]([C:13]2[CH:14]=[N:15][C:16]([O:19][CH3:20])=[CH:17][CH:18]=2)[N:12]=1)=[O:7])([CH3:4])([CH3:3])[CH3:2].